The task is: Predict the reaction yield, written as a fraction of the theoretical maximum amount of product (1.0 means a 100% yield; for example, 0.34 means a 34% yield).. This data is from Reaction yield outcomes from USPTO patents with 853,638 reactions. (1) The reactants are [Br-].[F:2][C:3]1[CH:4]=[C:5]([CH:17]=[C:18]([F:20])[CH:19]=1)[CH2:6][P+](OCC)(OCC)OCC.[H-].[Na+].[C:23]([N:30]1[CH2:35][CH2:34][C:33](=O)[CH2:32][CH2:31]1)([O:25][C:26]([CH3:29])([CH3:28])[CH3:27])=[O:24]. The catalyst is C1COCC1. The product is [F:20][C:18]1[CH:17]=[C:5]([CH:4]=[C:3]([F:2])[CH:19]=1)[CH:6]=[C:33]1[CH2:34][CH2:35][N:30]([C:23]([O:25][C:26]([CH3:29])([CH3:28])[CH3:27])=[O:24])[CH2:31][CH2:32]1. The yield is 0.570. (2) The reactants are Cl[C:2]1[N:7]=[CH:6][N:5]=[C:4]2[N:8]([C:11]3[CH:16]=[CH:15][C:14]([S:17]([CH3:20])(=[O:19])=[O:18])=[CH:13][CH:12]=3)[N:9]=[CH:10][C:3]=12.[C:21]([O:25][C:26]([N:28]1[CH2:33][CH2:32][CH:31]([SH:34])[CH2:30][CH2:29]1)=[O:27])([CH3:24])([CH3:23])[CH3:22].C(=O)([O-])[O-].[K+].[K+]. The catalyst is CN(C=O)C. The product is [C:21]([O:25][C:26]([N:28]1[CH2:33][CH2:32][CH:31]([S:34][C:2]2[N:7]=[CH:6][N:5]=[C:4]3[N:8]([C:11]4[CH:16]=[CH:15][C:14]([S:17]([CH3:20])(=[O:19])=[O:18])=[CH:13][CH:12]=4)[N:9]=[CH:10][C:3]=23)[CH2:30][CH2:29]1)=[O:27])([CH3:24])([CH3:22])[CH3:23]. The yield is 0.660. (3) The reactants are [C:1]([CH:4]1[CH2:9][CH2:8][N:7]([C:10]([O:12][C:13]([CH3:16])([CH3:15])[CH3:14])=[O:11])[CH2:6][CH2:5]1)(=O)[CH3:2].C([O-])(=O)C.[NH4+].C([BH3-])#[N:23].[Na+]. The catalyst is CO.[OH-].[Na+]. The product is [NH2:23][CH:1]([CH:4]1[CH2:9][CH2:8][N:7]([C:10]([O:12][C:13]([CH3:16])([CH3:15])[CH3:14])=[O:11])[CH2:6][CH2:5]1)[CH3:2]. The yield is 0.900. (4) The reactants are [Br:1][C:2]1[C:3]2[C:7]([C:8]([F:11])=[CH:9][CH:10]=1)=[N:6][N:5]1[C:12]([CH:17]3[CH2:22][CH2:21][N:20](C(OC(C)(C)C)=O)[CH2:19][CH2:18]3)=[CH:13][C:14](=[O:16])[NH:15][C:4]=21.[ClH:30]. The catalyst is O1CCOCC1. The product is [ClH:30].[Br:1][C:2]1[C:3]2[C:7]([C:8]([F:11])=[CH:9][CH:10]=1)=[N:6][N:5]1[C:12]([CH:17]3[CH2:22][CH2:21][NH:20][CH2:19][CH2:18]3)=[CH:13][C:14](=[O:16])[NH:15][C:4]=21. The yield is 0.830. (5) The yield is 0.860. The reactants are [CH2:1]([N:8]1[CH:13]2[CH2:14][CH2:15][CH:9]1[CH2:10][NH:11][CH2:12]2)[C:2]1[CH:7]=[CH:6][CH:5]=[CH:4][CH:3]=1.CCN(CC)CC.[F:23][C:24]([F:35])([F:34])[C:25](O[C:25](=[O:26])[C:24]([F:35])([F:34])[F:23])=[O:26]. The catalyst is C(Cl)Cl. The product is [CH2:1]([N:8]1[CH:13]2[CH2:14][CH2:15][CH:9]1[CH2:10][N:11]([C:25](=[O:26])[C:24]([F:35])([F:34])[F:23])[CH2:12]2)[C:2]1[CH:3]=[CH:4][CH:5]=[CH:6][CH:7]=1. (6) The yield is 0.560. The reactants are [Br:1][C:2]1[CH:9]=[CH:8][C:5]([C:6]#[N:7])=[CH:4][CH:3]=1.[N+:10]([O-])([OH:12])=[O:11]. The catalyst is OS(O)(=O)=O. The product is [Br:1][C:2]1[CH:9]=[CH:8][C:5]([C:6]#[N:7])=[CH:4][C:3]=1[N+:10]([O-:12])=[O:11].